This data is from Forward reaction prediction with 1.9M reactions from USPTO patents (1976-2016). The task is: Predict the product of the given reaction. Given the reactants [CH:1]([O:4][CH2:5][CH:6]1[CH2:8][O:7]1)([CH3:3])[CH3:2].[CH3:9][CH:10]([CH3:12])[O-:11].[K+].C(O)(=O)C, predict the reaction product. The product is: [CH:10]([O:11][CH2:8][CH:6]([OH:7])[CH2:5][O:4][CH:1]([CH3:3])[CH3:2])([CH3:12])[CH3:9].